The task is: Predict which catalyst facilitates the given reaction.. This data is from Catalyst prediction with 721,799 reactions and 888 catalyst types from USPTO. (1) Reactant: Cl[C:2]1[CH:7]=[CH:6][C:5]([N:8]2[N:17]=[C:16]([NH:18][C:19]3[CH:23]=[C:22]([CH3:24])[NH:21][N:20]=3)[C:15]3[C:10](=[CH:11][CH:12]=[CH:13][CH:14]=3)[C:9]2=[O:25])=[CH:4][CH:3]=1.[NH2:26][C:27]1[CH:32]=[CH:31][CH:30]=[CH:29][CH:28]=1.CC([O-])(C)C.[Na+].C(P(C(C)(C)C)C1C=CC=CC=1C1C=CC=CC=1)(C)(C)C. Product: [CH3:24][C:22]1[NH:21][N:20]=[C:19]([NH:18][C:16]2[C:15]3[C:10](=[CH:11][CH:12]=[CH:13][CH:14]=3)[C:9](=[O:25])[N:8]([C:5]3[CH:6]=[CH:7][C:2]([NH:26][C:27]4[CH:32]=[CH:31][CH:30]=[CH:29][CH:28]=4)=[CH:3][CH:4]=3)[N:17]=2)[CH:23]=1. The catalyst class is: 110. (2) Reactant: [F:1][C:2]([F:20])([F:19])[C:3](O)=[CH:4][C:5]([C:7]1[CH:17]=[CH:16][C:10]2[O:11][CH2:12][C:13](=[O:15])[NH:14][C:9]=2[CH:8]=1)=O.[F:21][C:22]([F:32])([F:31])[C:23]1[CH:28]=[CH:27][C:26]([NH:29][NH2:30])=[CH:25][CH:24]=1. Product: [F:1][C:2]([F:20])([F:19])[C:3]1[CH:4]=[C:5]([C:7]2[CH:17]=[CH:16][C:10]3[O:11][CH2:12][C:13](=[O:15])[NH:14][C:9]=3[CH:8]=2)[N:29]([C:26]2[CH:27]=[CH:28][C:23]([C:22]([F:21])([F:32])[F:31])=[CH:24][CH:25]=2)[N:30]=1. The catalyst class is: 66. (3) Reactant: C(O)(C(F)(F)F)=O.[I:8][C:9]1[CH:14]=[CH:13][CH:12]=[CH:11][C:10]=1/[CH:15]=[CH:16]/[C:17]([NH:19][CH2:20][CH2:21][NH:22][C:23](=[O:29])OC(C)(C)C)=[O:18].C([O-])([O-])=O.[K+].[K+].[OH:36][C:37]1[CH:38]=[C:39](/[CH:45]=[C:46](\[C:50]2[CH:55]=[C:54]([O:56][CH3:57])[C:53]([O:58][CH3:59])=[C:52]([O:60][CH3:61])[CH:51]=2)/C(O)=O)[CH:40]=[CH:41][C:42]=1[O:43][CH3:44].C[N+]1(C2N=C(OC)N=C(OC)N=2)CCOCC1.[Cl-]. Product: [OH:36][C:37]1[CH:38]=[C:39](/[CH:45]=[C:46](\[C:50]2[CH:51]=[C:52]([O:60][CH3:61])[C:53]([O:58][CH3:59])=[C:54]([O:56][CH3:57])[CH:55]=2)/[C:23]([NH:22][CH2:21][CH2:20][NH:19][C:17](=[O:18])/[CH:16]=[CH:15]/[C:10]2[CH:11]=[CH:12][CH:13]=[CH:14][C:9]=2[I:8])=[O:29])[CH:40]=[CH:41][C:42]=1[O:43][CH3:44]. The catalyst class is: 606. (4) Reactant: [CH3:1][C:2]1[CH:3]=[C:4]([CH:26]=[CH:27][CH:28]=1)[CH2:5][C@@H:6]([C:23](O)=[O:24])[NH:7][C:8](=[O:22])[CH:9]([C:16]1[CH:21]=[CH:20][CH:19]=[CH:18][CH:17]=1)[C:10]1[CH:15]=[CH:14][CH:13]=[CH:12][CH:11]=1.Cl.[CH3:30][O:31][C:32]([C:34]1[CH:35]=[C:36]([CH2:40][O:41][CH2:42][C@@H:43]([C:45]([NH2:47])=[O:46])[NH2:44])[CH:37]=[CH:38][CH:39]=1)=[O:33].O.ON1C2C=CC=CC=2N=N1.CN1CCOCC1.Cl.CN(C)CCCN=C=NCC. Product: [CH3:1][C:2]1[CH:3]=[C:4]([CH:26]=[CH:27][CH:28]=1)[CH2:5][C@@H:6]([C:23]([NH:47][C:45](=[O:46])[C@H:43]([CH2:42][O:41][CH2:40][C:36]1[CH:37]=[CH:38][CH:39]=[C:34]([C:32]([O:31][CH3:30])=[O:33])[CH:35]=1)[NH2:44])=[O:24])[NH:7][C:8](=[O:22])[CH:9]([C:10]1[CH:15]=[CH:14][CH:13]=[CH:12][CH:11]=1)[C:16]1[CH:21]=[CH:20][CH:19]=[CH:18][CH:17]=1. The catalyst class is: 2. (5) Reactant: CS(OC[C:7]1[CH:12]=[N:11][CH:10]=[CH:9][N:8]=1)(=O)=O.CS(Cl)(=O)=O.O(CC1C=CC(CO)=CC=1)C1C=CC=CC=1.[Na].[C:35]1([C:41]([C:49]2[CH:54]=[CH:53][CH:52]=[CH:51][CH:50]=2)=[N:42][CH2:43][C:44]([O:46][CH2:47][CH3:48])=[O:45])[CH:40]=[CH:39][CH:38]=[CH:37][CH:36]=1. Product: [N:8]1[CH:9]=[CH:10][N:11]=[CH:12][C:7]=1[CH:43]([C:44]([O:46][CH2:47][CH3:48])=[O:45])[N:42]=[C:41]([C:49]1[CH:54]=[CH:53][CH:52]=[CH:51][CH:50]=1)[C:35]1[CH:36]=[CH:37][CH:38]=[CH:39][CH:40]=1. The catalyst class is: 118.